Task: Predict the product of the given reaction.. Dataset: Forward reaction prediction with 1.9M reactions from USPTO patents (1976-2016) Given the reactants [OH-].[Na+].[OH:3][CH2:4][C:5]1[CH:6]=[C:7]([C:11]2[CH:12]=[CH:13][C:14]([C:32]([F:35])([F:34])[F:33])=[C:15]([CH:31]=2)[C:16]([NH:18][C:19]2[C:28]([CH3:29])=[CH:27][C:22]([C:23]([O:25]C)=[O:24])=[CH:21][C:20]=2[CH3:30])=[O:17])[CH:8]=[CH:9][CH:10]=1, predict the reaction product. The product is: [OH:3][CH2:4][C:5]1[CH:6]=[C:7]([C:11]2[CH:12]=[CH:13][C:14]([C:32]([F:33])([F:34])[F:35])=[C:15]([CH:31]=2)[C:16]([NH:18][C:19]2[C:28]([CH3:29])=[CH:27][C:22]([C:23]([OH:25])=[O:24])=[CH:21][C:20]=2[CH3:30])=[O:17])[CH:8]=[CH:9][CH:10]=1.